This data is from Catalyst prediction with 721,799 reactions and 888 catalyst types from USPTO. The task is: Predict which catalyst facilitates the given reaction. (1) Reactant: [CH3:1][C:2]1[C:7]([CH2:8][C:9]([O:11][CH3:12])=[O:10])=[C:6]([C:13]2[CH:18]=[CH:17][C:16]([CH3:19])=[CH:15][CH:14]=2)[N:5]=[C:4]([N:20]2[CH2:25][CH2:24][CH2:23][CH2:22][CH2:21]2)[N:3]=1.[Li+].C[Si]([N-][Si](C)(C)C)(C)C.I[CH2:37][CH2:38][CH3:39]. Product: [CH3:1][C:2]1[C:7]([CH:8]([CH2:37][CH2:38][CH3:39])[C:9]([O:11][CH3:12])=[O:10])=[C:6]([C:13]2[CH:18]=[CH:17][C:16]([CH3:19])=[CH:15][CH:14]=2)[N:5]=[C:4]([N:20]2[CH2:21][CH2:22][CH2:23][CH2:24][CH2:25]2)[N:3]=1. The catalyst class is: 3. (2) Product: [Cl:37][C:31]1[CH:32]=[C:33]([F:36])[CH:34]=[CH:35][C:30]=1[S:27]([NH:26][CH2:25][CH2:24][C@H:23]([OH:38])[CH2:22][NH:21][C:18]([C@@H:13]([NH:12][C:10]([C:2]1[S:1][C:5]2[CH:6]=[CH:7][CH:8]=[CH:9][C:4]=2[CH:3]=1)=[O:11])[CH2:14][CH:15]([CH3:16])[CH3:17])=[O:20])(=[O:29])=[O:28]. The catalyst class is: 2. Reactant: [S:1]1[C:5]2[CH:6]=[CH:7][CH:8]=[CH:9][C:4]=2[CH:3]=[C:2]1[C:10]([NH:12][C@H:13]([C:18]([OH:20])=O)[CH2:14][CH:15]([CH3:17])[CH3:16])=[O:11].[NH2:21][CH2:22][C@@H:23]([OH:38])[CH2:24][CH2:25][NH:26][S:27]([C:30]1[CH:35]=[CH:34][C:33]([F:36])=[CH:32][C:31]=1[Cl:37])(=[O:29])=[O:28].C1C=C2C(N(O)N=NC2=CC=1)=O.CCN=C=NCCCN(C)C.Cl.CN1CCOCC1. (3) Reactant: [CH:1]1([C:4]2[C:5]([O:30][CH3:31])=[C:6]([CH:12]([OH:29])[C:13]#[C:14][C:15]3[CH:20]=[CH:19][C:18]([O:21][CH2:22][C:23]4[CH:28]=[CH:27][CH:26]=[CH:25][CH:24]=4)=[CH:17][CH:16]=3)[CH:7]=[CH:8][C:9]=2[O:10][CH3:11])[CH2:3][CH2:2]1. Product: [CH:1]1([C:4]2[C:5]([O:30][CH3:31])=[C:6]([C:12](=[O:29])[C:13]#[C:14][C:15]3[CH:20]=[CH:19][C:18]([O:21][CH2:22][C:23]4[CH:28]=[CH:27][CH:26]=[CH:25][CH:24]=4)=[CH:17][CH:16]=3)[CH:7]=[CH:8][C:9]=2[O:10][CH3:11])[CH2:3][CH2:2]1. The catalyst class is: 703. (4) Reactant: [S:1]1[CH:5]=[C:4]([CH:6]=O)[C:3]2[CH:8]=[CH:9][CH:10]=[CH:11][C:2]1=2.C(O)(=O)[CH2:13][C:14]([OH:16])=[O:15].N1CCCCC1. Product: [S:1]1[C:2]2[CH:11]=[CH:10][CH:9]=[CH:8][C:3]=2[C:4](/[CH:6]=[CH:13]\[C:14]([OH:16])=[O:15])=[CH:5]1. The catalyst class is: 17. (5) Reactant: C([N:8]1[CH2:14][CH2:13][C:12]2[C:15]([C:19]3[CH:24]=[CH:23][CH:22]=[CH:21][CH:20]=3)=[N:16][CH:17]=[N:18][C:11]=2[CH2:10][CH2:9]1)C1C=CC=CC=1.[H][H].[ClH:27]. Product: [ClH:27].[C:19]1([C:15]2[C:12]3[CH2:13][CH2:14][NH:8][CH2:9][CH2:10][C:11]=3[N:18]=[CH:17][N:16]=2)[CH:20]=[CH:21][CH:22]=[CH:23][CH:24]=1. The catalyst class is: 29. (6) Reactant: Cl[C:2]1[CH:7]=[C:6]([NH:8][C:9]2[CH:10]=[CH:11][CH:12]=[C:13]3[C:18]=2[C:17](=[O:19])[N:16]([CH3:20])[CH2:15][CH2:14]3)[C:5]([Cl:21])=[CH:4][N:3]=1.[NH2:22][C:23]1[C:24]([CH3:31])=[N:25][N:26]([CH2:28][CH2:29][OH:30])[CH:27]=1.CCOC(C)=O. Product: [Cl:21][C:5]1[C:6]([NH:8][C:9]2[CH:10]=[CH:11][CH:12]=[C:13]3[C:18]=2[C:17](=[O:19])[N:16]([CH3:20])[CH2:15][CH2:14]3)=[CH:7][C:2]([NH:22][C:23]2[C:24]([CH3:31])=[N:25][N:26]([CH2:28][CH2:29][OH:30])[CH:27]=2)=[N:3][CH:4]=1. The catalyst class is: 5. (7) Reactant: Cl[C:2]1[C:11]2[C:6](=[CH:7][C:8]([Cl:12])=[CH:9][CH:10]=2)[N:5]=[C:4]([C:13]([F:16])([F:15])[F:14])[CH:3]=1.[NH3:17]. Product: [NH2:17][C:2]1[C:11]2[C:6](=[CH:7][C:8]([Cl:12])=[CH:9][CH:10]=2)[N:5]=[C:4]([C:13]([F:16])([F:15])[F:14])[CH:3]=1. The catalyst class is: 12.